Regression. Given a peptide amino acid sequence and an MHC pseudo amino acid sequence, predict their binding affinity value. This is MHC class II binding data. From a dataset of Peptide-MHC class II binding affinity with 134,281 pairs from IEDB. (1) The peptide sequence is WSEIQTLKPNLIGPF. The MHC is DRB1_0401 with pseudo-sequence DRB1_0401. The binding affinity (normalized) is 0.389. (2) The peptide sequence is SEELRSLYNTVATLYCVHQ. The MHC is HLA-DQA10501-DQB10301 with pseudo-sequence HLA-DQA10501-DQB10301. The binding affinity (normalized) is 0.179. (3) The peptide sequence is NGILKKLSSIKSKSR. The MHC is HLA-DPA10201-DPB10501 with pseudo-sequence HLA-DPA10201-DPB10501. The binding affinity (normalized) is 0.402.